Predict the product of the given reaction. From a dataset of Forward reaction prediction with 1.9M reactions from USPTO patents (1976-2016). Given the reactants Cl.[F:2][C:3]([F:11])([F:10])[CH:4]1[CH2:9][CH2:8][NH:7][CH2:6][CH2:5]1.CCN(C(C)C)C(C)C.[Br:21][C:22]1[C:23](Cl)=[C:24]([C:30](=[O:37])[C:31]([O:33][CH:34]([CH3:36])[CH3:35])=[O:32])[C:25]([CH3:29])=[N:26][C:27]=1[CH3:28], predict the reaction product. The product is: [Br:21][C:22]1[C:23]([N:7]2[CH2:8][CH2:9][CH:4]([C:3]([F:11])([F:10])[F:2])[CH2:5][CH2:6]2)=[C:24]([C:30](=[O:37])[C:31]([O:33][CH:34]([CH3:35])[CH3:36])=[O:32])[C:25]([CH3:29])=[N:26][C:27]=1[CH3:28].